From a dataset of Full USPTO retrosynthesis dataset with 1.9M reactions from patents (1976-2016). Predict the reactants needed to synthesize the given product. (1) The reactants are: [N+:1]([C:4]1[CH:5]=[C:6]2[C:10](=[CH:11][CH:12]=1)[CH2:9][CH:8]([CH2:13][C:14]([OH:16])=[O:15])[CH2:7]2)([O-])=O.C(=O)(O)[O-].[Na+].S(=O)(=O)(O)O.[CH2:27](O)[CH3:28]. Given the product [NH2:1][C:4]1[CH:5]=[C:6]2[C:10](=[CH:11][CH:12]=1)[CH2:9][CH:8]([CH2:13][C:14]([O:16][CH2:27][CH3:28])=[O:15])[CH2:7]2, predict the reactants needed to synthesize it. (2) Given the product [CH2:25]([CH:16]1[NH:15][C:21](=[O:22])[CH2:20][NH:19][C:17]1=[O:18])[C:26]1[CH:31]=[CH:30][CH:29]=[CH:28][CH:27]=1, predict the reactants needed to synthesize it. The reactants are: FC(F)(F)C(O)=O.C(OC([NH:15][CH:16]([CH2:25][C:26]1[CH:31]=[CH:30][CH:29]=[CH:28][CH:27]=1)[C:17]([NH:19][CH2:20][C:21](OC)=[O:22])=[O:18])=O)(C)(C)C.N. (3) The reactants are: [F:1][C:2]1([F:17])[CH2:7][N:6]([C:8]([O:10][C:11]([CH3:14])([CH3:13])[CH3:12])=[O:9])[C@@H:5]([CH2:15][OH:16])[CH2:4][CH2:3]1.CC(OI1(OC(C)=O)(OC(C)=O)OC(=O)C2C=CC=CC1=2)=O. Given the product [F:17][C:2]1([F:1])[CH2:7][N:6]([C:8]([O:10][C:11]([CH3:12])([CH3:13])[CH3:14])=[O:9])[C@@H:5]([CH:15]=[O:16])[CH2:4][CH2:3]1, predict the reactants needed to synthesize it. (4) Given the product [I:28][N:6]1[C:7](=[O:16])[CH2:8][C:9]2[CH:15]=[CH:14][CH:13]=[CH:12][C:10]=2[C:11]2[CH:1]=[CH:2][CH:3]=[CH:4][C:5]1=2, predict the reactants needed to synthesize it. The reactants are: [CH:1]1[C:11]2[C:10]3[CH:12]=[CH:13][CH:14]=[CH:15][C:9]=3[CH2:8][C:7](=[O:16])[NH:6][C:5]=2[CH:4]=[CH:3][CH:2]=1.CCN(CC)CC.[Si]([I:28])(C)(C)C. (5) The reactants are: C([O:5][C:6](=[O:35])[CH2:7][N:8]([CH2:28][C:29]1[CH:34]=[CH:33][CH:32]=[CH:31][CH:30]=1)[CH2:9][CH2:10][C:11]1[CH:16]=[CH:15][C:14]([O:17][CH2:18][CH2:19][CH2:20][CH2:21][C:22]2[CH:27]=[CH:26][CH:25]=[CH:24][CH:23]=2)=[CH:13][CH:12]=1)(C)(C)C. Given the product [CH2:28]([N:8]([CH2:7][C:6]([OH:35])=[O:5])[CH2:9][CH2:10][C:11]1[CH:16]=[CH:15][C:14]([O:17][CH2:18][CH2:19][CH2:20][CH2:21][C:22]2[CH:23]=[CH:24][CH:25]=[CH:26][CH:27]=2)=[CH:13][CH:12]=1)[C:29]1[CH:34]=[CH:33][CH:32]=[CH:31][CH:30]=1, predict the reactants needed to synthesize it. (6) Given the product [CH3:1][O:2][C:3](=[O:23])[C:4]1[CH:9]=[C:8]([NH2:10])[C:7]([NH2:13])=[C:6]([F:14])[C:5]=1[NH:15][C:16]1[CH:21]=[CH:20][CH:19]=[CH:18][C:17]=1[Cl:22], predict the reactants needed to synthesize it. The reactants are: [CH3:1][O:2][C:3](=[O:23])[C:4]1[CH:9]=[C:8]([N+:10]([O-])=O)[C:7]([NH2:13])=[C:6]([F:14])[C:5]=1[NH:15][C:16]1[CH:21]=[CH:20][CH:19]=[CH:18][C:17]=1[Cl:22]. (7) Given the product [ClH:44].[F:1][C:2]1[CH:7]=[CH:6][CH:5]=[CH:4][C:3]=1[C:8]1[N:9]=[C:10]([CH2:28][NH:29][CH3:30])[S:11][C:12]=1[S:13]([C:16]1[CH:17]=[C:18]([N:22]2[CH2:26][CH2:25][CH2:24][C:23]2=[O:27])[CH:19]=[CH:20][CH:21]=1)(=[O:15])=[O:14], predict the reactants needed to synthesize it. The reactants are: [F:1][C:2]1[CH:7]=[CH:6][CH:5]=[CH:4][C:3]=1[C:8]1[N:9]=[C:10]([CH2:28][N:29](C)[C:30](=O)OC(C)(C)C)[S:11][C:12]=1[S:13]([C:16]1[CH:21]=[CH:20][CH:19]=[C:18]([N:22]2[CH2:26][CH2:25][CH2:24][C:23]2=[O:27])[CH:17]=1)(=[O:15])=[O:14].C(OCC)(=O)C.[ClH:44]. (8) Given the product [Cl:28][C:21]1[CH:20]=[C:19](/[CH:18]=[C:14]2/[C:15](=[O:17])[N:16]3[CH:8]=[C:7]([C:3]4[CH:2]=[C:1]([CH3:10])[CH:6]=[CH:5][CH:4]=4)[N:11]=[C:12]3[S:13]/2)[CH:24]=[C:23]([O:25][CH3:26])[C:22]=1[OH:27], predict the reactants needed to synthesize it. The reactants are: [C:1]1([CH3:10])[CH:6]=[CH:5][CH:4]=[C:3]([C:7](=O)[CH3:8])[CH:2]=1.[NH2:11][C:12]1[S:13]/[C:14](=[CH:18]\[C:19]2[CH:24]=[C:23]([O:25][CH3:26])[C:22]([OH:27])=[C:21]([Cl:28])[CH:20]=2)/[C:15](=[O:17])[N:16]=1. (9) Given the product [C:1]1([CH:7]2[CH2:8][CH2:9][N:10]([CH2:14][CH2:15][CH2:16][CH2:17][N:18]3[C:22](=[O:23])[C:21]4[C:20](=[CH:27][CH:26]=[CH:25][CH:24]=4)[C:19]3=[O:28])[CH2:11][CH2:12]2)[CH:6]=[CH:5][CH:4]=[CH:3][CH:2]=1, predict the reactants needed to synthesize it. The reactants are: [C:1]1([CH:7]2[CH2:12][CH2:11][NH:10][CH2:9][CH2:8]2)[CH:6]=[CH:5][CH:4]=[CH:3][CH:2]=1.Br[CH2:14][CH2:15][CH2:16][CH2:17][N:18]1[C:22](=[O:23])[C:21]2=[CH:24][CH:25]=[CH:26][CH:27]=[C:20]2[C:19]1=[O:28].C([O-])([O-])=O.[K+].[K+]. (10) Given the product [F:16][C:13]1[CH:14]=[CH:15][C:10]([C:3]2([C:7]([O:9][CH3:22])=[O:8])[CH2:4][CH2:5][CH2:6][CH2:2]2)=[CH:11][CH:12]=1, predict the reactants needed to synthesize it. The reactants are: C[CH:2]1[CH2:6][CH2:5][CH2:4][C:3]1([C:10]1[CH:15]=[CH:14][C:13]([F:16])=[CH:12][CH:11]=1)[C:7]([OH:9])=[O:8].S(=O)(=O)(O)O.[C:22](=O)([O-])[O-].[Na+].[Na+].